From a dataset of Full USPTO retrosynthesis dataset with 1.9M reactions from patents (1976-2016). Predict the reactants needed to synthesize the given product. (1) Given the product [C:27]([NH:26][C:24](=[O:25])[C:23]1[CH:31]=[CH:32][CH:33]=[C:21]([O:20][C:19]2[CH:34]=[CH:35][C:16]([NH:15][C:2]3[C:3]4[N:10]([CH2:11][CH2:12][S:13][CH3:14])[CH:9]=[CH:8][C:4]=4[N:5]=[CH:6][N:7]=3)=[CH:17][C:18]=2[Cl:36])[CH:22]=1)([CH3:30])([CH3:28])[CH3:29], predict the reactants needed to synthesize it. The reactants are: Cl[C:2]1[C:3]2[N:10]([CH2:11][CH2:12][S:13][CH3:14])[CH:9]=[CH:8][C:4]=2[N:5]=[CH:6][N:7]=1.[NH2:15][C:16]1[CH:35]=[CH:34][C:19]([O:20][C:21]2[CH:22]=[C:23]([CH:31]=[CH:32][CH:33]=2)[C:24]([NH:26][C:27]([CH3:30])([CH3:29])[CH3:28])=[O:25])=[C:18]([Cl:36])[CH:17]=1.C(=O)([O-])O.[Na+]. (2) Given the product [CH3:26][N:24]1[C@H:25]2[CH2:10][CH2:11][CH2:12][CH2:13][C@@H:22]2[N:21]([CH:20]2[CH2:3][CH2:1][N:4]([CH:7]3[CH2:8][CH2:47][N:45]([C:13](=[O:15])[C:12]4[CH:16]=[CH:17][CH:18]=[CH:19][C:11]=4[CH3:10])[CH2:44][CH2:9]3)[CH2:5][CH2:6]2)[C:23]1=[O:27], predict the reactants needed to synthesize it. The reactants are: [CH:1]([N:4]([CH:7]([CH3:9])[CH3:8])[CH2:5][CH3:6])([CH3:3])C.[CH3:10][C:11]1[CH:19]=[CH:18][CH:17]=[CH:16][C:12]=1[C:13]([OH:15])=O.[CH3:20][N:21]([C:23]([O:27]N1N=NC2C=CC=NC1=2)=[N+:24]([CH3:26])[CH3:25])[CH3:22].F[P-](F)(F)(F)(F)F.[CH3:44][N:45]([CH:47]=O)C. (3) Given the product [C:1]1([C:7]2([CH2:13][C:19]#[N:20])[CH2:12][CH2:11][CH2:10][CH2:9][CH2:8]2)[CH:6]=[CH:5][CH:4]=[CH:3][CH:2]=1, predict the reactants needed to synthesize it. The reactants are: [C:1]1([C:7]2([CH2:13]OS(C)(=O)=O)[CH2:12][CH2:11][CH2:10][CH2:9][CH2:8]2)[CH:6]=[CH:5][CH:4]=[CH:3][CH:2]=1.[C-:19]#[N:20].[Na+]. (4) Given the product [N+:9]([C:12]1[CH:17]=[C:16]([N+:18]([O-:20])=[O:19])[CH:15]=[CH:14][C:13]=1[O-:21])([O-:11])=[O:10].[NH2:9][N+:6]1[CH:7]=[CH:8][C:3]([CH2:2][OH:1])=[CH:4][CH:5]=1, predict the reactants needed to synthesize it. The reactants are: [OH:1][CH2:2][C:3]1[CH:8]=[CH:7][N:6]=[CH:5][CH:4]=1.[N+:9]([C:12]1[CH:17]=[C:16]([N+:18]([O-:20])=[O:19])[CH:15]=[CH:14][C:13]=1[O:21]N)([O-:11])=[O:10].C(OCC)C. (5) Given the product [F:8][CH:9]([F:12])[CH2:10][O:11][C:14]1[CH:21]=[CH:20][C:17]([CH:18]=[O:19])=[CH:16][CH:15]=1, predict the reactants needed to synthesize it. The reactants are: [H-].[Na+].CN(C=O)C.[F:8][CH:9]([F:12])[CH2:10][OH:11].F[C:14]1[CH:21]=[CH:20][C:17]([CH:18]=[O:19])=[CH:16][CH:15]=1. (6) Given the product [Br:23][C:10]1[NH:9][C:8]([C:6]2[CH:7]=[C:2]([Cl:1])[CH:3]=[CH:4][C:5]=2[CH3:15])=[C:12]([C:13]#[N:14])[CH:11]=1, predict the reactants needed to synthesize it. The reactants are: [Cl:1][C:2]1[CH:3]=[CH:4][C:5]([CH3:15])=[C:6]([C:8]2[NH:9][CH:10]=[CH:11][C:12]=2[C:13]#[N:14])[CH:7]=1.C1C(=O)N([Br:23])C(=O)C1. (7) Given the product [F:8][C:6]1[CH:5]=[C:4]([CH2:9][C:10]([NH:12][C@H:13]([C:15]([NH:25][N:26]2[C:32](=[O:33])[CH:31]([CH2:34][CH:35]([CH3:37])[CH3:36])[C:30]3[CH:38]=[CH:39][CH:40]=[CH:41][C:29]=3[C:28]3[CH:42]=[CH:43][CH:44]=[CH:45][C:27]2=3)=[O:17])[CH3:14])=[O:11])[CH:3]=[C:2]([F:1])[CH:7]=1, predict the reactants needed to synthesize it. The reactants are: [F:1][C:2]1[CH:3]=[C:4]([CH2:9][C:10]([NH:12][C@H:13]([C:15]([OH:17])=O)[CH3:14])=[O:11])[CH:5]=[C:6]([F:8])[CH:7]=1.C([NH:25][N:26]1[C:32](=[O:33])[CH:31]([CH2:34][CH:35]([CH3:37])[CH3:36])[C:30]2[CH:38]=[CH:39][CH:40]=[CH:41][C:29]=2[C:28]2[CH:42]=[CH:43][CH:44]=[CH:45][C:27]1=2)(OC(C)(C)C)=O.